Dataset: Catalyst prediction with 721,799 reactions and 888 catalyst types from USPTO. Task: Predict which catalyst facilitates the given reaction. The catalyst class is: 23. Reactant: [C:1]([O:4][C@H:5]1[C@H:10]([N:11]=[C:12]=[S:13])[C@@H:9]([O:14][C:15](=[O:17])[CH3:16])[C@H:8]([O:18][C:19](=[O:21])[CH3:20])[C@@H:7]([CH2:22][O:23][C:24](=[O:26])[CH3:25])[O:6]1)(=[O:3])[CH3:2].[F:27][CH:28]([F:31])[CH2:29][NH2:30].CCOC(C)=O. Product: [C:1]([O:4][C@H:5]1[C@H:10]([NH:11][C:12]([NH:30][CH2:29][CH:28]([F:31])[F:27])=[S:13])[C@@H:9]([O:14][C:15](=[O:17])[CH3:16])[C@H:8]([O:18][C:19](=[O:21])[CH3:20])[C@@H:7]([CH2:22][O:23][C:24](=[O:26])[CH3:25])[O:6]1)(=[O:3])[CH3:2].